Task: Binary Classification. Given a drug SMILES string, predict its activity (active/inactive) in a high-throughput screening assay against a specified biological target.. Dataset: Cav3 T-type calcium channel HTS with 100,875 compounds The molecule is S(=O)(=O)(N1CCC(CC1)C(=O)N1CCN(CC1)Cc1cc2OCOc2cc1)c1[nH]cnc1. The result is 0 (inactive).